Dataset: Full USPTO retrosynthesis dataset with 1.9M reactions from patents (1976-2016). Task: Predict the reactants needed to synthesize the given product. (1) Given the product [CH2:9]([N:13]([CH2:14][CH2:15][CH2:16][CH3:17])[C:2]1[CH:7]=[CH:6][CH:5]=[CH:4][C:3]=1[CH3:8])[CH2:10][CH2:11][CH3:12], predict the reactants needed to synthesize it. The reactants are: Br[C:2]1[CH:7]=[CH:6][CH:5]=[CH:4][C:3]=1[CH3:8].[CH2:9]([NH:13][CH2:14][CH2:15][CH2:16][CH3:17])[CH2:10][CH2:11][CH3:12].CC(C)([O-])C.[Na+]. (2) Given the product [S:27]([OH:30])(=[O:29])(=[O:28])[CH3:26].[OH:1][C:2]1[NH:3][C:4]2[C:9]([C:10]=1[C:11]1[CH:16]=[CH:15][C:14]([CH2:17][N:18]3[CH2:19][CH2:20][O:21][CH2:22][CH2:23]3)=[CH:13][N:12]=1)=[CH:8][C:7]([C:24]#[N:25])=[CH:6][CH:5]=2, predict the reactants needed to synthesize it. The reactants are: [OH:1][C:2]1[NH:3][C:4]2[C:9]([C:10]=1[C:11]1[CH:16]=[CH:15][C:14]([CH2:17][N:18]3[CH2:23][CH2:22][O:21][CH2:20][CH2:19]3)=[CH:13][N:12]=1)=[CH:8][C:7]([C:24]#[N:25])=[CH:6][CH:5]=2.[CH3:26][S:27]([OH:30])(=[O:29])=[O:28].